The task is: Binary Classification. Given a drug SMILES string, predict its activity (active/inactive) in a high-throughput screening assay against a specified biological target.. This data is from HIV replication inhibition screening data with 41,000+ compounds from the AIDS Antiviral Screen. (1) The drug is N=C(CSS(=O)(=O)O)NC1CCCCC1. The result is 0 (inactive). (2) The drug is O=[N+]([O-])c1cc([N+](=O)[O-])c2ccc(O)nc2c1O. The result is 0 (inactive).